Dataset: Reaction yield outcomes from USPTO patents with 853,638 reactions. Task: Predict the reaction yield, written as a fraction of the theoretical maximum amount of product (1.0 means a 100% yield; for example, 0.34 means a 34% yield). (1) The reactants are Br[C:2]1[N:6]([S:7]([C:10]2[CH:15]=[CH:14][CH:13]=[CH:12][CH:11]=2)(=[O:9])=[O:8])[CH:5]=[C:4]([C:16]([O:18][CH3:19])=[O:17])[C:3]=1[CH3:20].[C:21]1(B(O)O)[CH:26]=[CH:25][CH:24]=[CH:23][CH:22]=1.C(=O)([O-])[O-].[Na+].[Na+]. The catalyst is COCCOC.C1C=CC([P]([Pd]([P](C2C=CC=CC=2)(C2C=CC=CC=2)C2C=CC=CC=2)([P](C2C=CC=CC=2)(C2C=CC=CC=2)C2C=CC=CC=2)[P](C2C=CC=CC=2)(C2C=CC=CC=2)C2C=CC=CC=2)(C2C=CC=CC=2)C2C=CC=CC=2)=CC=1. The product is [CH3:20][C:3]1[C:4]([C:16]([O:18][CH3:19])=[O:17])=[CH:5][N:6]([S:7]([C:10]2[CH:15]=[CH:14][CH:13]=[CH:12][CH:11]=2)(=[O:9])=[O:8])[C:2]=1[C:21]1[CH:26]=[CH:25][CH:24]=[CH:23][CH:22]=1. The yield is 0.870. (2) The reactants are O[CH2:2][C:3]1[CH:4]=[CH:5][C:6]2[C:15]3[NH:14][CH2:13][CH2:12][CH2:11][C:10]=3[C:9](=[O:16])[N:8]([CH2:17][O:18][CH3:19])[C:7]=2[CH:20]=1.S(Cl)([Cl:23])=O.C(=O)(O)[O-].[Na+]. The catalyst is ClCCl. The yield is 0.960. The product is [Cl:23][CH2:2][C:3]1[CH:4]=[CH:5][C:6]2[C:15]3[NH:14][CH2:13][CH2:12][CH2:11][C:10]=3[C:9](=[O:16])[N:8]([CH2:17][O:18][CH3:19])[C:7]=2[CH:20]=1. (3) The reactants are [CH3:1][O:2][C:3]([C:5]1[C:13]2[C:8](=[CH:9][C:10]([Cl:25])=[C:11]([C:14]3[C:15]([O:23][CH3:24])=[N:16][C:17]([N:20]([CH3:22])[CH3:21])=[CH:18][CH:19]=3)[CH:12]=2)[N:7](S(C2C=CC(C)=CC=2)(=O)=O)[CH:6]=1)=[O:4].[F-].C([N+](CCCC)(CCCC)CCCC)CCC. The catalyst is C1COCC1.C(OCC)(=O)C. The product is [CH3:1][O:2][C:3]([C:5]1[C:13]2[C:8](=[CH:9][C:10]([Cl:25])=[C:11]([C:14]3[C:15]([O:23][CH3:24])=[N:16][C:17]([N:20]([CH3:21])[CH3:22])=[CH:18][CH:19]=3)[CH:12]=2)[NH:7][CH:6]=1)=[O:4]. The yield is 0.940.